Dataset: Forward reaction prediction with 1.9M reactions from USPTO patents (1976-2016). Task: Predict the product of the given reaction. (1) Given the reactants [CH3:1][S:2]([C:5]1[CH:6]=[C:7]([CH:9]=[C:10]([N+:12]([O-:14])=[O:13])[CH:11]=1)[NH2:8])(=[O:4])=[O:3].C(=O)([O-])O.[K+].[Cl:20][CH2:21][C:22](Cl)=[O:23].CC(C)=O.C(OC(C)C)(C)C, predict the reaction product. The product is: [Cl:20][CH2:21][C:22]([NH:8][C:7]1[CH:9]=[C:10]([N+:12]([O-:14])=[O:13])[CH:11]=[C:5]([S:2]([CH3:1])(=[O:4])=[O:3])[CH:6]=1)=[O:23]. (2) The product is: [CH2:1]([C:16]1([OH:19])[CH2:17][CH2:18][C:13]2([O:20][CH2:10][CH2:11][O:12]2)[CH2:14][CH2:15]1)[C:2]1[CH:7]=[CH:6][CH:5]=[CH:4][CH:3]=1. Given the reactants [CH2:1]([Mg]Cl)[C:2]1[CH:7]=[CH:6][CH:5]=[CH:4][CH:3]=1.[CH2:10]1[O:20][C:13]2([CH2:18][CH2:17][C:16](=[O:19])[CH2:15][CH2:14]2)[O:12][CH2:11]1, predict the reaction product. (3) Given the reactants [Br:1]N1C(=O)CCC1=O.N(C1(C#N)CCCCC1)=NC1(C#N)CCCCC1.[O:27]1[C:31]2[CH:32]=[CH:33][CH:34]=[CH:35][C:30]=2[C:29]([CH:36]([O:42][C:43]([CH3:46])([CH3:45])[CH3:44])[C:37]([O:39][CH2:40][CH3:41])=[O:38])=[CH:28]1.O, predict the reaction product. The product is: [Br:1][C:28]1[O:27][C:31]2[CH:32]=[CH:33][CH:34]=[CH:35][C:30]=2[C:29]=1[CH:36]([O:42][C:43]([CH3:45])([CH3:44])[CH3:46])[C:37]([O:39][CH2:40][CH3:41])=[O:38]. (4) Given the reactants [Cl:1][C:2]1[CH:3]=[C:4]2[C:9](=[CH:10][C:11]=1[C:12]([N:14]1[CH2:18][CH2:17][CH2:16][CH2:15]1)=[O:13])[N:8]=[CH:7][N:6]=[C:5]2[NH:19][C@@H:20]([C:31]1[NH:35][C:34]2[CH:36]=[CH:37][C:38]([Cl:40])=[CH:39][C:33]=2[N:32]=1)[CH2:21][O:22][CH2:23][C:24]([O:26]C(C)(C)C)=[O:25].FC(F)(F)C(O)=O, predict the reaction product. The product is: [Cl:1][C:2]1[CH:3]=[C:4]2[C:9](=[CH:10][C:11]=1[C:12]([N:14]1[CH2:18][CH2:17][CH2:16][CH2:15]1)=[O:13])[N:8]=[CH:7][N:6]=[C:5]2[NH:19][C@@H:20]([C:31]1[NH:35][C:34]2[CH:36]=[CH:37][C:38]([Cl:40])=[CH:39][C:33]=2[N:32]=1)[CH2:21][O:22][CH2:23][C:24]([OH:26])=[O:25]. (5) The product is: [Cl:1][C:2]1[CH:3]=[C:4]([CH:18]=[CH:19][C:20]=1[Cl:21])[CH2:5][N:6]1[CH2:11][CH2:10][CH:9]([CH2:12][CH:13]([NH2:28])[CH:14]([CH3:16])[CH3:15])[CH2:8][CH2:7]1. Given the reactants [Cl:1][C:2]1[CH:3]=[C:4]([CH:18]=[CH:19][C:20]=1[Cl:21])[CH2:5][N:6]1[CH2:11][CH2:10][CH:9]([CH2:12][C:13](=O)[CH:14]([CH3:16])[CH3:15])[CH2:8][CH2:7]1.C([O-])(=O)C.[NH4+].C([BH3-])#[N:28].[Na+].Cl, predict the reaction product. (6) Given the reactants [N+:1]([C:4]1[CH:5]=[C:6]2[CH:12]=[N:11][NH:10][C:7]2=[N:8][CH:9]=1)([O-])=O.Cl[Sn]Cl, predict the reaction product. The product is: [NH:10]1[C:7]2=[N:8][CH:9]=[C:4]([NH2:1])[CH:5]=[C:6]2[CH:12]=[N:11]1. (7) Given the reactants [NH2:1][C:2]1[CH:16]=[CH:15][C:5]2[C:6](=[O:14])[NH:7][C:8]3[C:13]([C:4]=2[CH:3]=1)=[CH:12][CH:11]=[CH:10][N:9]=3.[N+:17]([C:20]1[CH:21]=[C:22]([CH:25]=[CH:26][CH:27]=1)[CH2:23]Br)([O-:19])=[O:18], predict the reaction product. The product is: [N+:17]([C:20]1[CH:21]=[C:22]([CH:25]=[CH:26][CH:27]=1)[CH2:23][NH:1][C:2]1[CH:16]=[CH:15][C:5]2[C:6](=[O:14])[NH:7][C:8]3[C:13]([C:4]=2[CH:3]=1)=[CH:12][CH:11]=[CH:10][N:9]=3)([O-:19])=[O:18].